Task: Predict the product of the given reaction.. Dataset: Forward reaction prediction with 1.9M reactions from USPTO patents (1976-2016) (1) Given the reactants [Cl:1][C:2]1[CH:3]=[C:4]([C@@:8]([C@@H:17]2[CH2:22][CH2:21][CH2:20][NH:19][CH2:18]2)([O:10][CH2:11][C:12]([O:14][CH2:15][CH3:16])=[O:13])[CH3:9])[CH:5]=[CH:6][CH:7]=1.[CH:23]1([CH2:29][C@H:30]([NH:43][C:44](=O)[O:45]C2C=CC([N+]([O-])=O)=CC=2)[CH2:31][N:32]([CH3:42])[C:33]([O:35][CH2:36][CH2:37][Si:38]([CH3:41])([CH3:40])[CH3:39])=[O:34])[CH2:28][CH2:27][CH2:26][CH2:25][CH2:24]1.CCN(C(C)C)C(C)C, predict the reaction product. The product is: [Cl:1][C:2]1[CH:3]=[C:4]([C@@:8]([C@@H:17]2[CH2:22][CH2:21][CH2:20][N:19]([C:44](=[O:45])[NH:43][C@H:30]([CH2:31][N:32]([CH3:42])[C:33]([O:35][CH2:36][CH2:37][Si:38]([CH3:41])([CH3:40])[CH3:39])=[O:34])[CH2:29][CH:23]3[CH2:28][CH2:27][CH2:26][CH2:25][CH2:24]3)[CH2:18]2)([O:10][CH2:11][C:12]([O:14][CH2:15][CH3:16])=[O:13])[CH3:9])[CH:5]=[CH:6][CH:7]=1. (2) Given the reactants [C:1]([Si:5]([O:8][C:9]1[CH:14]=[C:13]([CH2:15][CH3:16])[CH:12]=[CH:11][C:10]=1[F:17])([CH3:7])[CH3:6])([CH3:4])([CH3:3])[CH3:2].C([Li])(CC)C.CN([CH:26]=[O:27])C.[Cl-].[NH4+], predict the reaction product. The product is: [Si:5]([O:8][C:9]1[C:10]([F:17])=[C:11]([CH:12]=[C:13]([CH2:15][CH3:16])[CH:14]=1)[CH:26]=[O:27])([C:1]([CH3:4])([CH3:3])[CH3:2])([CH3:7])[CH3:6]. (3) The product is: [F:26][C:27]1[C:28]2[CH:38]=[C:37]([C:39]3[CH:44]=[CH:43][CH:42]=[CH:41][CH:40]=3)[CH:36]=[CH:35][C:29]=2[S:30][C:31]=1[C:32]([N:1]1[CH2:2][CH:3]([NH:5][C@H:6]2[CH2:10][CH2:9][N:8]([C:11]([C:13]3[CH:18]=[CH:17][CH:16]=[CH:15][CH:14]=3)=[O:12])[CH2:7]2)[CH2:4]1)=[O:33]. Given the reactants [NH:1]1[CH2:4][CH:3]([NH:5][C@H:6]2[CH2:10][CH2:9][N:8]([C:11]([C:13]3[CH:18]=[CH:17][CH:16]=[CH:15][CH:14]=3)=[O:12])[CH2:7]2)[CH2:2]1.CCN(CC)CC.[F:26][C:27]1[C:28]2[CH:38]=[C:37]([C:39]3[CH:44]=[CH:43][CH:42]=[CH:41][CH:40]=3)[CH:36]=[CH:35][C:29]=2[S:30][C:31]=1[C:32](Cl)=[O:33], predict the reaction product. (4) The product is: [F:1][C:2]1[CH:3]=[C:4]2[C:8](=[CH:9][CH:10]=1)[NH:7][CH2:6][C:5]2([CH2:13][CH2:14][O:15][CH3:16])[CH3:12]. Given the reactants [F:1][C:2]1[CH:3]=[C:4]2[C:8](=[CH:9][CH:10]=1)[NH:7][C:6](=O)[C:5]2([CH2:13][CH2:14][O:15][CH3:16])[CH3:12].[H-].[Al+3].[Li+].[H-].[H-].[H-].O, predict the reaction product. (5) The product is: [CH2:11]([O:15][C:2]1[CH:7]=[CH:6][N:5]=[C:4]([C:8]([O:10][CH2:7][CH2:2][CH2:3][CH3:4])=[O:9])[CH:3]=1)[CH2:12][CH2:13][CH3:14]. Given the reactants Cl[C:2]1[CH:7]=[CH:6][N:5]=[C:4]([C:8]([OH:10])=[O:9])[CH:3]=1.[CH2:11]([OH:15])[CH2:12][CH2:13][CH3:14].S(=O)(=O)(O)O, predict the reaction product. (6) Given the reactants C[O:2][C:3](=[O:20])[CH:4]([CH:17]1[CH2:19][CH2:18]1)[N:5]([CH3:16])[C:6]([O:8][CH2:9][C:10]1[CH:15]=[CH:14][CH:13]=[CH:12][CH:11]=1)=[O:7].[OH-].[Na+], predict the reaction product. The product is: [C:6]([N:5]([CH3:16])[CH:4]([CH:17]1[CH2:19][CH2:18]1)[C:3]([OH:20])=[O:2])([O:8][CH2:9][C:10]1[CH:15]=[CH:14][CH:13]=[CH:12][CH:11]=1)=[O:7].